This data is from Reaction yield outcomes from USPTO patents with 853,638 reactions. The task is: Predict the reaction yield, written as a fraction of the theoretical maximum amount of product (1.0 means a 100% yield; for example, 0.34 means a 34% yield). (1) The reactants are Cl[C:2](=[N:13][OH:14])[C:3]1[CH:12]=[CH:11][C:6]([C:7]([O:9][CH3:10])=[O:8])=[CH:5][CH:4]=1.[C:15]([C:17]1[CH:22]=[CH:21][CH:20]=[CH:19][CH:18]=1)#[CH:16].C(N(CC)CC)C.O. The catalyst is O1CCCC1. The product is [C:17]1([C:15]2[O:14][N:13]=[C:2]([C:3]3[CH:12]=[CH:11][C:6]([C:7]([O:9][CH3:10])=[O:8])=[CH:5][CH:4]=3)[CH:16]=2)[CH:22]=[CH:21][CH:20]=[CH:19][CH:18]=1. The yield is 0.860. (2) The yield is 0.920. The reactants are [Br:1][C:2]1[CH:9]=[CH:8][C:5]([CH:6]=[O:7])=[C:4](F)[CH:3]=1.[NH:11]1[CH2:16][CH2:15][CH2:14][CH2:13][CH2:12]1.C([O-])([O-])=O.[K+].[K+]. The catalyst is CS(C)=O.C(Cl)Cl. The product is [Br:1][C:2]1[CH:9]=[CH:8][C:5]([CH:6]=[O:7])=[C:4]([N:11]2[CH2:16][CH2:15][CH2:14][CH2:13][CH2:12]2)[CH:3]=1. (3) The reactants are Br[C:2]1[CH:6]=[CH:5][S:4][C:3]=1[NH:7][C:8](=[O:14])[O:9][C:10]([CH3:13])([CH3:12])[CH3:11].C([O-])([O-])=O.[K+].[K+].Br[CH2:22]/[CH:23]=[CH:24]/[C:25]([O:27][CH2:28][CH3:29])=[O:26].C1(P(C2C=CC=CC=2)C2C=CC=CC=2)C=CC=CC=1. The yield is 0.680. The product is [CH2:28]([O:27][C:25](=[O:26])[CH2:24][C:23]1[C:2]2[CH:6]=[CH:5][S:4][C:3]=2[N:7]([C:8]([O:9][C:10]([CH3:13])([CH3:12])[CH3:11])=[O:14])[CH:22]=1)[CH3:29]. The catalyst is CN(C=O)C.CC([O-])=O.CC([O-])=O.[Pd+2]. (4) The reactants are [OH:1][C:2]1[C:3]([CH3:11])=[C:4]([CH:8]=[CH:9][CH:10]=1)[C:5]([OH:7])=[O:6].OS(O)(=O)=O.[CH3:17]O. No catalyst specified. The product is [CH3:17][O:6][C:5](=[O:7])[C:4]1[CH:8]=[CH:9][CH:10]=[C:2]([OH:1])[C:3]=1[CH3:11]. The yield is 0.870.